This data is from Forward reaction prediction with 1.9M reactions from USPTO patents (1976-2016). The task is: Predict the product of the given reaction. (1) Given the reactants [CH3:1][CH:2]([OH:5])[CH2:3][OH:4].[CH3:6][C:7]([OH:9])=[O:8].[CH3:10][OH:11].[CH2:12]([C:17]([OH:19])=O)[CH2:13][C:14]([OH:16])=[O:15], predict the reaction product. The product is: [CH:1]1[C:2]([OH:5])=[C:3]([OH:4])[C:17]2[O:16][C:14](=[O:15])[C:13]3=[CH:12][C:17]([OH:19])=[C:10]([OH:11])[C:14]4[O:8][C:7](=[O:9])[C:6]=1[C:12]=2[C:13]=43. (2) Given the reactants [C:1]([O:5][C:6](=[O:27])[N:7]([C:19]1[CH:24]=[CH:23][C:22]([CH:25]=[O:26])=[CH:21][N:20]=1)[CH2:8][C:9]1[CH:14]=[CH:13][C:12]([C:15]([F:18])([F:17])[F:16])=[CH:11][CH:10]=1)([CH3:4])([CH3:3])[CH3:2].[N:28]1([CH2:34][CH2:35][O:36][C:37]2[CH:38]=[C:39]3[CH:45]=[CH:44][NH:43][C:40]3=[N:41][CH:42]=2)[CH2:33][CH2:32][O:31][CH2:30][CH2:29]1.[OH-].[K+], predict the reaction product. The product is: [C:1]([O:5][C:6](=[O:27])[N:7]([C:19]1[CH:24]=[CH:23][C:22]([CH:25]([OH:26])[C:45]2[C:39]3[C:40](=[N:41][CH:42]=[C:37]([O:36][CH2:35][CH2:34][N:28]4[CH2:33][CH2:32][O:31][CH2:30][CH2:29]4)[CH:38]=3)[NH:43][CH:44]=2)=[CH:21][N:20]=1)[CH2:8][C:9]1[CH:10]=[CH:11][C:12]([C:15]([F:16])([F:17])[F:18])=[CH:13][CH:14]=1)([CH3:4])([CH3:2])[CH3:3]. (3) The product is: [CH3:1][C:2]1[CH:3]=[C:4]([NH:16][C:17]2[C:26]3[C:21](=[CH:22][CH:23]=[C:24]([NH:27][C:28]4[O:29][CH:30]5[CH2:35][N:34]([C:36](=[O:38])[CH3:37])[CH2:33][CH:31]5[N:32]=4)[CH:25]=3)[N:20]=[CH:19][N:18]=2)[CH:5]=[CH:6][C:7]=1[O:8][C:9]1[CH:10]=[N:11][C:12]([CH3:15])=[CH:13][CH:14]=1. Given the reactants [CH3:1][C:2]1[CH:3]=[C:4]([NH:16][C:17]2[C:26]3[C:21](=[CH:22][CH:23]=[C:24]([NH:27][C:28]4[O:29][CH:30]5[CH2:35][NH:34][CH2:33][CH:31]5[N:32]=4)[CH:25]=3)[N:20]=[CH:19][N:18]=2)[CH:5]=[CH:6][C:7]=1[O:8][C:9]1[CH:10]=[N:11][C:12]([CH3:15])=[CH:13][CH:14]=1.[C:36](OC(=O)C)(=[O:38])[CH3:37], predict the reaction product.